Task: Predict the reaction yield, written as a fraction of the theoretical maximum amount of product (1.0 means a 100% yield; for example, 0.34 means a 34% yield).. Dataset: Reaction yield outcomes from USPTO patents with 853,638 reactions (1) The reactants are [CH2:1]([O:8][N:9]1[C:15](=[O:16])[N:14]2[CH2:17][C@H:10]1[CH2:11][CH2:12][C@H:13]2[C:18]([OH:20])=O)[C:2]1[CH:7]=[CH:6][CH:5]=[CH:4][CH:3]=1.[NH:21]([C:23](=[O:34])[C@H:24]([NH:26][C:27](=[O:33])[O:28][C:29]([CH3:32])([CH3:31])[CH3:30])[CH3:25])[NH2:22].C1C=CC2N(O)N=NC=2C=1.CCN=C=NCCCN(C)C. The catalyst is C(Cl)Cl.CN(C1C=CN=CC=1)C. The product is [CH2:1]([O:8][N:9]1[C:15](=[O:16])[N:14]2[CH2:17][C@H:10]1[CH2:11][CH2:12][C@H:13]2[C:18]([NH:22][NH:21][C:23](=[O:34])[C@H:24]([NH:26][C:27](=[O:33])[O:28][C:29]([CH3:31])([CH3:30])[CH3:32])[CH3:25])=[O:20])[C:2]1[CH:3]=[CH:4][CH:5]=[CH:6][CH:7]=1. The yield is 0.950. (2) The reactants are [CH3:1][C:2]([O-])(C)[CH3:3].[K+].[O:7]=[C:8]([CH3:15])[CH2:9][C:10]([O:12][CH2:13][CH3:14])=[O:11].BrCCC. The catalyst is C1COCC1. The product is [C:8]([CH:9]([CH2:1][CH2:2][CH3:3])[C:10]([O:12][CH2:13][CH3:14])=[O:11])(=[O:7])[CH3:15]. The yield is 0.490. (3) The reactants are [NH2:1][C:2]1[NH:6][N:5]=[C:4]([NH:7][C:8]2[CH:13]=[C:12]([C:14]([F:17])([F:16])[F:15])[C:11]([C:18]3[CH:23]=[CH:22][C:21]([O:24][CH3:25])=[C:20]([S:26]([NH:29][CH:30]4[CH2:35][CH2:34][N:33](C(OC(C)(C)C)=O)[CH2:32][CH2:31]4)(=[O:28])=[O:27])[CH:19]=3)=[C:10]([Cl:43])[CH:9]=2)[N:3]=1.[F:44][C:45]([F:50])([F:49])[C:46]([OH:48])=[O:47]. The catalyst is C(Cl)Cl. The product is [F:44][C:45]([F:50])([F:49])[C:46]([OH:48])=[O:47].[NH:33]1[CH2:34][CH2:35][CH:30]([NH:29][S:26]([C:20]2[CH:19]=[C:18]([C:11]3[C:10]([Cl:43])=[CH:9][C:8]([NH:7][C:4]4[N:3]=[C:2]([NH2:1])[NH:6][N:5]=4)=[CH:13][C:12]=3[C:14]([F:15])([F:17])[F:16])[CH:23]=[CH:22][C:21]=2[O:24][CH3:25])(=[O:27])=[O:28])[CH2:31][CH2:32]1. The yield is 0.900. (4) The reactants are [OH:1]OS([O-])=O.[K+].[CH3:7][C:8]1([CH2:12][S:13][CH2:14][C:15]2([CH3:19])[CH2:18][O:17][CH2:16]2)[CH2:11][O:10][CH2:9]1.[OH2:20]. The catalyst is CO. The product is [S:13]([CH2:12][C:8]1([CH3:7])[CH2:11][O:10][CH2:9]1)([CH2:14][C:15]1([CH3:19])[CH2:16][O:17][CH2:18]1)(=[O:1])=[O:20]. The yield is 0.960. (5) The reactants are [CH3:1][O:2][C:3](=[O:11])[C@H:4]([CH2:6][C:7]([O:9][CH3:10])=[O:8])[NH2:5].C(N(CC)CC)C.[C:19](Cl)(=[O:26])[C:20]1[CH:25]=[CH:24][CH:23]=[CH:22][CH:21]=1. The catalyst is ClCCl. The product is [C:19]([NH:5][C@@H:4]([CH2:6][C:7]([O:9][CH3:10])=[O:8])[C:3]([O:2][CH3:1])=[O:11])(=[O:26])[C:20]1[CH:25]=[CH:24][CH:23]=[CH:22][CH:21]=1. The yield is 0.750.